From a dataset of Forward reaction prediction with 1.9M reactions from USPTO patents (1976-2016). Predict the product of the given reaction. (1) Given the reactants [C:1]([N:4]1[C:16]2[C:11](=[CH:12][C:13](Br)=[C:14]3[CH:20]=[CH:19][CH:18]=[CH:17][C:15]3=2)[C:10]2[C:5]1=[CH:6][CH:7]=[C:8]1[CH:25]=[CH:24][CH:23]=[CH:22][C:9]1=2)(=[O:3])[CH3:2].[C:26]1([N:32]2[C:36]3[CH:37]=[CH:38][CH:39]=[CH:40][C:35]=3[N:34]=[C:33]2[C:41]2[CH:46]=[CH:45][C:44](B(O)O)=[CH:43][CH:42]=2)[CH:31]=[CH:30][CH:29]=[CH:28][CH:27]=1.C(=O)([O-])[O-].[K+].[K+].C(O)C, predict the reaction product. The product is: [C:1]([N:4]1[C:16]2[C:11](=[CH:12][C:13]([C:44]3[CH:45]=[CH:46][C:41]([C:33]4[N:32]([C:26]5[CH:27]=[CH:28][CH:29]=[CH:30][CH:31]=5)[C:36]5[CH:37]=[CH:38][CH:39]=[CH:40][C:35]=5[N:34]=4)=[CH:42][CH:43]=3)=[C:14]3[CH:20]=[CH:19][CH:18]=[CH:17][C:15]3=2)[C:10]2[C:5]1=[CH:6][CH:7]=[C:8]1[CH:25]=[CH:24][CH:23]=[CH:22][C:9]1=2)(=[O:3])[CH3:2]. (2) Given the reactants [Cl:1][C:2]1[CH:22]=[C:21]([S:23]([CH3:26])(=[O:25])=[O:24])[CH:20]=[CH:19][C:3]=1[O:4][C:5]1[CH:6]=[C:7]([CH2:15][C:16](O)=[O:17])[CH:8]=[C:9]([C:11]([F:14])([F:13])[F:12])[CH:10]=1.[CH3:27][S:28]([NH2:31])(=[O:30])=[O:29], predict the reaction product. The product is: [Cl:1][C:2]1[CH:22]=[C:21]([S:23]([CH3:26])(=[O:25])=[O:24])[CH:20]=[CH:19][C:3]=1[O:4][C:5]1[CH:6]=[C:7]([CH2:15][C:16]([NH:31][S:28]([CH3:27])(=[O:30])=[O:29])=[O:17])[CH:8]=[C:9]([C:11]([F:12])([F:14])[F:13])[CH:10]=1. (3) Given the reactants [CH3:1][C:2]1[N:3]=[C:4]([NH:7][C:8]([C:10]2[CH:15]=[C:14](B3OC(C)(C)C(C)(C)O3)[CH:13]=[C:12]([CH3:25])[N:11]=2)=[O:9])[S:5][CH:6]=1.Br[C:27]1[C:28]([CH3:33])=[N:29][CH:30]=[CH:31][CH:32]=1, predict the reaction product. The product is: [CH3:1][C:2]1[N:3]=[C:4]([NH:7][C:8]([C:10]2[CH:15]=[C:14]([C:27]3[C:28]([CH3:33])=[N:29][CH:30]=[CH:31][CH:32]=3)[CH:13]=[C:12]([CH3:25])[N:11]=2)=[O:9])[S:5][CH:6]=1. (4) Given the reactants [OH:1][CH2:2][C:3]1[C:7]([C:8]([O:10][CH2:11][CH3:12])=[O:9])=[CH:6][N:5]([CH2:13][O:14][CH3:15])[N:4]=1.CCN(CC)CC.[C:23]1([S:29](Cl)(=[O:31])=[O:30])[CH:28]=[CH:27][CH:26]=[CH:25][CH:24]=1, predict the reaction product. The product is: [CH3:15][O:14][CH2:13][N:5]1[CH:6]=[C:7]([C:8]([O:10][CH2:11][CH3:12])=[O:9])[C:3]([CH2:2][O:1][S:29]([C:23]2[CH:28]=[CH:27][CH:26]=[CH:25][CH:24]=2)(=[O:31])=[O:30])=[N:4]1.